This data is from Catalyst prediction with 721,799 reactions and 888 catalyst types from USPTO. The task is: Predict which catalyst facilitates the given reaction. (1) Reactant: Br.[CH:2]([C:5]1[O:6][C:7]([CH:10]2[CH2:14][CH2:13][NH:12][CH2:11]2)=[N:8][N:9]=1)([CH3:4])[CH3:3].[C:15]1([N:21]2[CH:25]=[C:24]([C:26]([NH:28][CH2:29][CH2:30][NH:31][C:32](=O)[O:33]C3C=CC=CC=3)=[O:27])[C:23]([C:41]([F:44])([F:43])[F:42])=[N:22]2)[CH:20]=[CH:19][CH:18]=[CH:17][CH:16]=1.C(=O)([O-])[O-].[Cs+].[Cs+]. Product: [CH:2]([C:5]1[O:6][C:7]([CH:10]2[CH2:14][CH2:13][N:12]([C:32]([NH:31][CH2:30][CH2:29][NH:28][C:26]([C:24]3[C:23]([C:41]([F:42])([F:43])[F:44])=[N:22][N:21]([C:15]4[CH:16]=[CH:17][CH:18]=[CH:19][CH:20]=4)[CH:25]=3)=[O:27])=[O:33])[CH2:11]2)=[N:8][N:9]=1)([CH3:4])[CH3:3]. The catalyst class is: 14. (2) Reactant: [Cl:1][C:2]1[CH:7]=[CH:6][C:5]([C:8]([C:11]2[N:15]([C:16]3[CH:21]=[CH:20][C:19]([F:22])=[CH:18][CH:17]=3)[CH:14]=[N:13][CH:12]=2)([CH3:10])[CH3:9])=[CH:4][C:3]=1[O:23][CH3:24].[Li]CCCC.S([N:40]=[N+:41]=[N-:42])(C1C=CC(C)=CC=1)(=O)=O. Product: [N:40]([C:14]1[N:15]([C:16]2[CH:17]=[CH:18][C:19]([F:22])=[CH:20][CH:21]=2)[C:11]([C:8]([C:5]2[CH:6]=[CH:7][C:2]([Cl:1])=[C:3]([O:23][CH3:24])[CH:4]=2)([CH3:9])[CH3:10])=[CH:12][N:13]=1)=[N+:41]=[N-:42]. The catalyst class is: 1. (3) Reactant: Br[C:2]1[CH:7]=[CH:6][CH:5]=[CH:4][N:3]=1.[CH3:8][C:9]1[CH:10]=[CH:11][C:12]([NH2:15])=[N:13][CH:14]=1.CC(C)([O-])C.[K+].C1(P(C2CCCCC2)C2C=CC=CC=2C2C(OC)=CC=CC=2OC)CCCCC1. Product: [N:3]1[CH:4]=[CH:5][CH:6]=[CH:7][C:2]=1[NH:15][C:12]1[CH:11]=[CH:10][C:9]([CH3:8])=[CH:14][N:13]=1. The catalyst class is: 101. (4) Reactant: [C:1](=[O:20])([O:18][CH3:19])[O:2][C:3]1[CH:8]=[C:7]([N+:9]([O-])=O)[C:6]([F:12])=[CH:5][C:4]=1[CH:13]1[CH2:17][CH2:16][CH2:15][CH2:14]1.[BH4-].[Na+]. Product: [C:1](=[O:20])([O:18][CH3:19])[O:2][C:3]1[CH:8]=[C:7]([NH2:9])[C:6]([F:12])=[CH:5][C:4]=1[CH:13]1[CH2:17][CH2:16][CH2:15][CH2:14]1. The catalyst class is: 888.